This data is from Catalyst prediction with 721,799 reactions and 888 catalyst types from USPTO. The task is: Predict which catalyst facilitates the given reaction. (1) The catalyst class is: 6. Product: [CH3:19][O:18][CH2:17][CH2:16][O:15][CH2:14][CH2:13][CH:7]([C:8]([OH:10])=[O:9])[C:6]([OH:20])=[O:5]. Reactant: [OH-].[Na+].C([O:5][C:6](=[O:20])[CH:7]([CH2:13][CH2:14][O:15][CH2:16][CH2:17][O:18][CH3:19])[C:8]([O:10]CC)=[O:9])C.CO. (2) Reactant: C([O:3][C:4](=[O:18])[C:5]([NH:7][C:8]1[CH:17]=[CH:16][C:11]2[NH:12][C:13](=[O:15])[O:14][C:10]=2[CH:9]=1)=[O:6])C. Product: [O:15]=[C:13]1[NH:12][C:11]2[CH:16]=[CH:17][C:8]([NH:7][C:5](=[O:6])[C:4]([OH:18])=[O:3])=[CH:9][C:10]=2[O:14]1. The catalyst class is: 40.